Predict the reaction yield, written as a fraction of the theoretical maximum amount of product (1.0 means a 100% yield; for example, 0.34 means a 34% yield). From a dataset of Reaction yield outcomes from USPTO patents with 853,638 reactions. (1) The reactants are [Br:1][C:2]1[N:7]=[C:6]([NH:8][C:9](=[O:15])[O:10][C:11]([CH3:14])([CH3:13])[CH3:12])[CH:5]=[CH:4][CH:3]=1.[H-].[Na+].CC1C=CC(S(O[CH2:29][C:30]2([O:36][CH3:37])[CH2:35][CH2:34][O:33][CH2:32][CH2:31]2)(=O)=O)=CC=1. The catalyst is CN(C=O)C.C(OCC)(=O)C. The product is [Br:1][C:2]1[N:7]=[C:6]([N:8]([CH2:29][C:30]2([O:36][CH3:37])[CH2:35][CH2:34][O:33][CH2:32][CH2:31]2)[C:9](=[O:15])[O:10][C:11]([CH3:12])([CH3:14])[CH3:13])[CH:5]=[CH:4][CH:3]=1. The yield is 0.460. (2) The yield is 0.600. The reactants are [NH2:1][C:2]1[N:3]=[C:4]([SH:18])[C:5]2[N:10]=[C:9]([C:11]3[CH:16]=[CH:15][C:14]([F:17])=[CH:13][CH:12]=3)[S:8][C:6]=2[N:7]=1.[CH2:19](N(CC)CC)C.IC.O. The catalyst is CS(C)=O. The product is [F:17][C:14]1[CH:13]=[CH:12][C:11]([C:9]2[S:8][C:6]3[N:7]=[C:2]([NH2:1])[N:3]=[C:4]([S:18][CH3:19])[C:5]=3[N:10]=2)=[CH:16][CH:15]=1. (3) The reactants are [N+:1]([C:4]1[CH:5]=[C:6]([CH:9]=[C:10]([C:12]([F:15])([F:14])[F:13])[CH:11]=1)[C:7]#[N:8])([O-:3])=[O:2].[N-:16]=[N+:17]=[N-:18].[Na+]. The catalyst is CN(C=O)C. The product is [N+:1]([C:4]1[CH:5]=[C:6]([C:7]2[N:16]=[N:17][NH:18][N:8]=2)[CH:9]=[C:10]([C:12]([F:13])([F:14])[F:15])[CH:11]=1)([O-:3])=[O:2]. The yield is 0.401. (4) No catalyst specified. The product is [CH2:42]([N:31]([CH2:29][CH3:30])[CH2:32][CH2:33][O:34][C:35]1[CH:36]=[C:37]([NH:41][C:3]2[N:8]=[C:7]([C:9]3[S:13][CH:12]=[N:11][C:10]=3[C:14]3[CH:15]=[C:16]([NH:20][C:21](=[O:28])[CH2:22][C:23]4[S:24][CH:25]=[CH:26][CH:27]=4)[CH:17]=[CH:18][CH:19]=3)[CH:6]=[CH:5][N:4]=2)[CH:38]=[CH:39][CH:40]=1)[CH3:43]. The reactants are [Cl-].Cl[C:3]1[N:8]=[C:7]([C:9]2[S:13][CH:12]=[N:11][C:10]=2[C:14]2[CH:15]=[C:16]([NH:20][C:21](=[O:28])[CH2:22][C:23]3[S:24][CH:25]=[CH:26][CH:27]=3)[CH:17]=[CH:18][CH:19]=2)[CH:6]=[CH:5][N:4]=1.[CH2:29]([N:31]([CH2:42][CH3:43])[CH2:32][CH2:33][O:34][C:35]1[CH:36]=[C:37]([NH2:41])[CH:38]=[CH:39][CH:40]=1)[CH3:30]. The yield is 0.300. (5) The yield is 0.860. The reactants are [F:1][C:2]([F:15])([F:14])[S:3]([O:6]S(C(F)(F)F)(=O)=O)(=[O:5])=[O:4].C(C1C=C(C)C=C(C(C)(C)C)N=1)(C)(C)C.O=[C:32]1[CH2:37][CH2:36][CH:35]([CH2:38][C:39]([O:41][CH2:42][CH3:43])=[O:40])[CH2:34][CH2:33]1. The catalyst is C(Cl)Cl. The product is [F:1][C:2]([F:15])([F:14])[S:3]([O:6][C:32]1[CH2:37][CH2:36][CH:35]([CH2:38][C:39]([O:41][CH2:42][CH3:43])=[O:40])[CH2:34][CH:33]=1)(=[O:5])=[O:4]. (6) The reactants are [NH2:1][C:2]1[C:7]([Cl:8])=[C:6]([C:9]([O:11]C)=[O:10])[N:5]=[C:4]([C:13]2[C:14]([Cl:20])=[N:15][C:16]([Cl:19])=[CH:17][CH:18]=2)[CH:3]=1.[OH-].[Na+]. The catalyst is CO. The product is [NH2:1][C:2]1[C:7]([Cl:8])=[C:6]([C:9]([OH:11])=[O:10])[N:5]=[C:4]([C:13]2[C:14]([Cl:20])=[N:15][C:16]([Cl:19])=[CH:17][CH:18]=2)[CH:3]=1. The yield is 0.380.